From a dataset of Reaction yield outcomes from USPTO patents with 853,638 reactions. Predict the reaction yield, written as a fraction of the theoretical maximum amount of product (1.0 means a 100% yield; for example, 0.34 means a 34% yield). The reactants are Br[CH2:2][CH2:3][CH2:4][CH2:5][C:6]1[C:10]2[CH:11]=[CH:12][CH:13]=[CH:14][C:9]=2[O:8][CH:7]=1.C([N:17]([CH2:20][CH3:21])CC)C.C(Cl)Cl.[CH3:25][OH:26]. The catalyst is CS(C)=O. The product is [O:8]1[C:9]2[CH:14]=[CH:13][CH:12]=[CH:11][C:10]=2[C:6]([CH2:5][CH2:4][CH2:3][CH2:2][NH:17][CH:20]2[CH2:21][C:14]3[C:13](=[CH:12][CH:11]=[CH:10][C:9]=3[O:8][CH3:7])[O:26][CH2:25]2)=[CH:7]1. The yield is 0.510.